This data is from Full USPTO retrosynthesis dataset with 1.9M reactions from patents (1976-2016). The task is: Predict the reactants needed to synthesize the given product. (1) Given the product [CH3:23][O:24][CH2:25][CH2:26][N:27]([CH3:28])[C:2]1[N:7]=[CH:6][C:5]([C:8]#[C:9][C:10]2[CH:15]=[CH:14][C:13]([CH2:16][CH:17]([NH:19][C:20](=[O:22])[CH3:21])[CH3:18])=[CH:12][CH:11]=2)=[CH:4][N:3]=1, predict the reactants needed to synthesize it. The reactants are: Cl[C:2]1[N:7]=[CH:6][C:5]([C:8]#[C:9][C:10]2[CH:15]=[CH:14][C:13]([CH2:16][CH:17]([NH:19][C:20](=[O:22])[CH3:21])[CH3:18])=[CH:12][CH:11]=2)=[CH:4][N:3]=1.[CH3:23][O:24][CH2:25][CH2:26][NH:27][CH3:28].CCN(C(C)C)C(C)C. (2) Given the product [Br:1][C:2]1[CH:3]=[C:4]([O:12][C:13]2[CH:18]=[CH:17][C:16]([F:19])=[CH:15][CH:14]=2)[C:5]([NH:8][C:9]2[S:10][CH:21]=[C:22]([CH2:23][CH2:24][C:25]3[CH:30]=[CH:29][CH:28]=[CH:27][CH:26]=3)[N:11]=2)=[N:6][CH:7]=1, predict the reactants needed to synthesize it. The reactants are: [Br:1][C:2]1[CH:3]=[C:4]([O:12][C:13]2[CH:18]=[CH:17][C:16]([F:19])=[CH:15][CH:14]=2)[C:5]([NH:8][C:9]([NH2:11])=[S:10])=[N:6][CH:7]=1.Br[CH2:21][C:22](=O)[CH2:23][CH2:24][C:25]1[CH:30]=[CH:29][CH:28]=[CH:27][CH:26]=1.C(N(CC)CC)C. (3) The reactants are: [CH3:1][CH:2]([CH3:36])[C@H:3]([NH:31][C:32](=[O:35])[O:33][CH3:34])[C:4]([N:6]1[CH2:10][C@@H:9]([CH3:11])[CH2:8][C@H:7]1[C:12]1[NH:13][CH:14]=[C:15]([C:17]#[C:18][C:19]2[CH:24]=[CH:23][C:22]([C:25]#[C:26][Si](C)(C)C)=[CH:21][CH:20]=2)[N:16]=1)=[O:5].I[C:38]1[N:39]=[C:40]([C@H:43]2[CH2:47][C@H:46]([CH3:48])[CH2:45][N:44]2[C:49]([C@@H:51]([NH:55][C:56](=[O:59])[O:57][CH3:58])[CH:52]([CH3:54])[CH3:53])=[O:50])[NH:41][CH:42]=1.C1CCN2C(=NCCC2)CC1.O. Given the product [CH3:58][O:57][C:56]([NH:55][C@@H:51]([CH:52]([CH3:54])[CH3:53])[C:49]([N:44]1[CH2:45][C@@H:46]([CH3:48])[CH2:47][C@H:43]1[C:40]1[NH:41][CH:42]=[C:38]([C:26]#[C:25][C:22]2[CH:23]=[CH:24][C:19]([C:18]#[C:17][C:15]3[N:16]=[C:12]([C@H:7]4[CH2:8][C@H:9]([CH3:11])[CH2:10][N:6]4[C:4]([C@@H:3]([NH:31][C:32](=[O:35])[O:33][CH3:34])[CH:2]([CH3:36])[CH3:1])=[O:5])[NH:13][CH:14]=3)=[CH:20][CH:21]=2)[N:39]=1)=[O:50])=[O:59], predict the reactants needed to synthesize it. (4) Given the product [O:28]1[C:32]2[CH:33]=[CH:34][C:35]([CH2:37][C:38]([NH:27][C@H:24]3[CH2:25][CH2:26][C@H:21]([CH2:20][CH2:19][N:16]4[CH2:17][CH2:18][N:13]([C:8]5[C:7]6[CH2:6][CH2:5][O:4][C:12]=6[CH:11]=[CH:10][N:9]=5)[CH2:14][CH2:15]4)[CH2:22][CH2:23]3)=[O:39])=[CH:36][C:31]=2[O:30][CH2:29]1, predict the reactants needed to synthesize it. The reactants are: Cl.Cl.Cl.[O:4]1[C:12]2[CH:11]=[CH:10][N:9]=[C:8]([N:13]3[CH2:18][CH2:17][N:16]([CH2:19][CH2:20][C@H:21]4[CH2:26][CH2:25][C@H:24]([NH2:27])[CH2:23][CH2:22]4)[CH2:15][CH2:14]3)[C:7]=2[CH2:6][CH2:5]1.[O:28]1[C:32]2[CH:33]=[CH:34][C:35]([CH2:37][C:38](O)=[O:39])=[CH:36][C:31]=2[O:30][CH2:29]1. (5) Given the product [F:1][C:2]1[CH:3]=[C:4]([N:14]2[CH2:18][CH:17]([CH2:19][N:25]=[N+:26]=[N-:27])[O:16][C:15]2=[O:24])[CH:5]=[CH:6][C:7]=1[N:8]1[CH:12]=[N:11][C:10]([CH3:13])=[N:9]1, predict the reactants needed to synthesize it. The reactants are: [F:1][C:2]1[CH:3]=[C:4]([N:14]2[CH2:18][C@H:17]([CH2:19]S(C)(=O)=O)[O:16][C:15]2=[O:24])[CH:5]=[CH:6][C:7]=1[N:8]1[CH:12]=[N:11][C:10]([CH3:13])=[N:9]1.[N-:25]=[N+:26]=[N-:27].[Na+].O. (6) Given the product [CH3:36][S:37]([OH:40])(=[O:39])=[O:38].[S:1]1[C:5]2[CH:6]=[CH:7][CH:8]=[CH:9][C:4]=2[C:3]([N:10]2[CH2:15][CH2:14][N:13]([CH2:16][CH2:17][C:18]3[CH:19]=[C:20]4[C:24](=[CH:25][CH:26]=3)[C:23]([CH3:28])([CH3:27])[CH:22]([N:29]([CH3:33])[C:30](=[O:32])[CH3:31])[C:21]4([CH3:35])[CH3:34])[CH2:12][CH2:11]2)=[N:2]1, predict the reactants needed to synthesize it. The reactants are: [S:1]1[C:5]2[CH:6]=[CH:7][CH:8]=[CH:9][C:4]=2[C:3]([N:10]2[CH2:15][CH2:14][N:13]([CH2:16][CH2:17][C:18]3[CH:19]=[C:20]4[C:24](=[CH:25][CH:26]=3)[C:23]([CH3:28])([CH3:27])[CH:22]([N:29]([CH3:33])[C:30](=[O:32])[CH3:31])[C:21]4([CH3:35])[CH3:34])[CH2:12][CH2:11]2)=[N:2]1.[CH3:36][S:37]([OH:40])(=[O:39])=[O:38]. (7) Given the product [F:51][C:33]1[CH:32]=[C:31]([C:6]2[CH:5]=[C:4]([NH:17][C:18]3[CH:23]=[CH:22][N:21]=[CH:20][N:19]=3)[C:3](=[O:24])[N:2]([CH3:1])[CH:7]=2)[C:30]([CH2:29][O:28][C:25](=[O:27])[CH3:26])=[C:35]([N:36]2[CH2:47][CH2:46][N:45]3[C:38](=[CH:39][C:40]4[CH2:41][C:42]([CH3:48])([CH3:49])[CH2:43][C:44]=43)[C:37]2=[O:50])[CH:34]=1, predict the reactants needed to synthesize it. The reactants are: [CH3:1][N:2]1[CH:7]=[C:6](B2OC(C)(C)C(C)(C)O2)[CH:5]=[C:4]([NH:17][C:18]2[CH:23]=[CH:22][N:21]=[CH:20][N:19]=2)[C:3]1=[O:24].[C:25]([O:28][CH2:29][C:30]1[C:35]([N:36]2[CH2:47][CH2:46][N:45]3[C:38](=[CH:39][C:40]4[CH2:41][C:42]([CH3:49])([CH3:48])[CH2:43][C:44]=43)[C:37]2=[O:50])=[CH:34][C:33]([F:51])=[CH:32][C:31]=1Br)(=[O:27])[CH3:26].COCCOC.C(=O)([O-])[O-].[Na+].[Na+].